From a dataset of Full USPTO retrosynthesis dataset with 1.9M reactions from patents (1976-2016). Predict the reactants needed to synthesize the given product. Given the product [CH:20]([C:10]1[NH:11][C:12]([C:13]2[CH:18]=[CH:17][CH:16]=[C:15]([CH3:19])[N:14]=2)=[C:8]([C:4]2[CH:3]=[C:2]([C:31]3[CH:30]=[CH:29][CH:28]=[C:27]([S:24]([CH3:23])(=[O:26])=[O:25])[CH:32]=3)[CH:7]=[CH:6][CH:5]=2)[N:9]=1)([CH3:22])[CH3:21], predict the reactants needed to synthesize it. The reactants are: Br[C:2]1[CH:3]=[C:4]([C:8]2[N:9]=[C:10]([CH:20]([CH3:22])[CH3:21])[NH:11][C:12]=2[C:13]2[CH:18]=[CH:17][CH:16]=[C:15]([CH3:19])[N:14]=2)[CH:5]=[CH:6][CH:7]=1.[CH3:23][S:24]([C:27]1[CH:28]=[C:29](B(O)O)[CH:30]=[CH:31][CH:32]=1)(=[O:26])=[O:25].